From a dataset of Forward reaction prediction with 1.9M reactions from USPTO patents (1976-2016). Predict the product of the given reaction. (1) Given the reactants Cl[C:2]1[C:7]([Cl:8])=[C:6]([S:9][CH3:10])[C:5]([C:11]2[O:12][C:13]([CH2:16][CH3:17])=[CH:14][N:15]=2)=[CH:4][N:3]=1.[NH:18]1[CH2:23][CH2:22][CH:21]([C:24]([O:26][CH3:27])=[O:25])[CH2:20][CH2:19]1.CCN(C(C)C)C(C)C, predict the reaction product. The product is: [Cl:8][C:7]1[C:2]([N:18]2[CH2:23][CH2:22][CH:21]([C:24]([O:26][CH3:27])=[O:25])[CH2:20][CH2:19]2)=[N:3][CH:4]=[C:5]([C:11]2[O:12][C:13]([CH2:16][CH3:17])=[CH:14][N:15]=2)[C:6]=1[S:9][CH3:10]. (2) Given the reactants [CH2:1]([O:8][C:9]1[CH:14]=[CH:13][C:12]([C@H:15]2[CH2:20][CH2:19][N:18](C(OC(C)(C)C)=O)[CH2:17][C@@H:16]2[OH:28])=[CH:11][CH:10]=1)[C:2]1[CH:7]=[CH:6][CH:5]=[CH:4][CH:3]=1.[ClH:29], predict the reaction product. The product is: [ClH:29].[CH2:1]([O:8][C:9]1[CH:14]=[CH:13][C:12]([C@H:15]2[CH2:20][CH2:19][NH:18][CH2:17][C@@H:16]2[OH:28])=[CH:11][CH:10]=1)[C:2]1[CH:3]=[CH:4][CH:5]=[CH:6][CH:7]=1.